From a dataset of Full USPTO retrosynthesis dataset with 1.9M reactions from patents (1976-2016). Predict the reactants needed to synthesize the given product. Given the product [Br:27][C:13]1[N:9]([CH:7]([CH:1]2[CH2:6][CH2:5][CH2:4][CH2:3][CH2:2]2)[CH3:8])[C:10]([CH3:19])=[C:11]([C:14]([O:16][CH2:17][CH3:18])=[O:15])[CH:12]=1, predict the reactants needed to synthesize it. The reactants are: [CH:1]1([CH:7]([N:9]2[CH:13]=[CH:12][C:11]([C:14]([O:16][CH2:17][CH3:18])=[O:15])=[C:10]2[CH3:19])[CH3:8])[CH2:6][CH2:5][CH2:4][CH2:3][CH2:2]1.C1C(=O)N([Br:27])C(=O)C1.